Dataset: Full USPTO retrosynthesis dataset with 1.9M reactions from patents (1976-2016). Task: Predict the reactants needed to synthesize the given product. (1) Given the product [CH:1]1([N:7]([C@H:18]2[CH2:23][CH2:22][C@H:21]([CH3:24])[CH2:20][CH2:19]2)[C:8]([NH:10][C:11]2[S:12][C:13]([CH2:16][N:34]3[CH2:33][CH2:32][N:31]([S:28]([CH2:26][CH3:27])(=[O:29])=[O:30])[CH2:36][CH2:35]3)=[CH:14][N:15]=2)=[O:9])[CH2:6][CH2:5][CH2:4][CH2:3][CH2:2]1, predict the reactants needed to synthesize it. The reactants are: [CH:1]1([N:7]([C@H:18]2[CH2:23][CH2:22][C@H:21]([CH3:24])[CH2:20][CH2:19]2)[C:8]([NH:10][C:11]2[S:12][C:13]([CH:16]=O)=[CH:14][N:15]=2)=[O:9])[CH2:6][CH2:5][CH2:4][CH2:3][CH2:2]1.Cl.[CH2:26]([S:28]([N:31]1[CH2:36][CH2:35][NH:34][CH2:33][CH2:32]1)(=[O:30])=[O:29])[CH3:27]. (2) Given the product [Cl:1][C:2]1[CH:3]=[CH:4][C:5]([C:8]2[C:13]([O:14][CH2:15][CH:16]3[CH2:17][CH2:18]3)=[CH:12][N:11]=[C:10]([C:19]([NH:31][CH2:30][C:28]3[O:27][N:26]=[C:25]([C:24]([F:33])([F:32])[F:23])[N:29]=3)=[O:21])[CH:9]=2)=[CH:6][CH:7]=1, predict the reactants needed to synthesize it. The reactants are: [Cl:1][C:2]1[CH:7]=[CH:6][C:5]([C:8]2[C:13]([O:14][CH2:15][CH:16]3[CH2:18][CH2:17]3)=[CH:12][N:11]=[C:10]([C:19]([OH:21])=O)[CH:9]=2)=[CH:4][CH:3]=1.Cl.[F:23][C:24]([F:33])([F:32])[C:25]1[N:29]=[C:28]([CH2:30][NH2:31])[O:27][N:26]=1. (3) Given the product [CH3:19][C:18]1[N:2]([CH2:3][C:4]([O:6][CH2:7][CH3:8])=[O:5])[C:15]([C:9]2[CH:14]=[CH:13][CH:12]=[CH:11][CH:10]=2)=[CH:16][CH:17]=1, predict the reactants needed to synthesize it. The reactants are: Cl.[NH2:2][CH2:3][C:4]([O:6][CH2:7][CH3:8])=[O:5].[C:9]1([C:15](=O)[CH2:16][CH2:17][C:18](=O)[CH3:19])[CH:14]=[CH:13][CH:12]=[CH:11][CH:10]=1.